This data is from Catalyst prediction with 721,799 reactions and 888 catalyst types from USPTO. The task is: Predict which catalyst facilitates the given reaction. (1) Reactant: CS[C:3]1[NH:4][CH:5]=[C:6]([CH2:10][C:11]2[CH:12]=[N:13][CH:14]=[N:15][CH:16]=2)[C:7](=[O:9])[N:8]=1.[F:17][C:18]1[CH:33]=[CH:32][C:21]([O:22][C:23]2[CH:28]=[CH:27][C:26]([CH2:29][CH2:30][NH2:31])=[CH:25][CH:24]=2)=[CH:20][CH:19]=1. Product: [F:17][C:18]1[CH:33]=[CH:32][C:21]([O:22][C:23]2[CH:28]=[CH:27][C:26]([CH2:29][CH2:30][NH:31][C:3]3[NH:4][CH:5]=[C:6]([CH2:10][C:11]4[CH:12]=[N:13][CH:14]=[N:15][CH:16]=4)[C:7](=[O:9])[N:8]=3)=[CH:25][CH:24]=2)=[CH:20][CH:19]=1. The catalyst class is: 8. (2) Reactant: C(=O)([O-])[O-].[K+].[K+].[CH3:7][O:8][C:9]([C:11]1[S:20][C:14]2=[N:15][CH:16]=[C:17]([Br:19])[CH:18]=[C:13]2[C:12]=1[OH:21])=[O:10].Br[CH2:23][C:24]([O:26][C:27]([CH3:30])([CH3:29])[CH3:28])=[O:25].O. Product: [CH3:7][O:8][C:9]([C:11]1[S:20][C:14]2=[N:15][CH:16]=[C:17]([Br:19])[CH:18]=[C:13]2[C:12]=1[O:21][CH2:23][C:24]([O:26][C:27]([CH3:30])([CH3:29])[CH3:28])=[O:25])=[O:10]. The catalyst class is: 3. (3) Reactant: [C:6](O[C:6](=[O:9])[CH2:7][CH3:8])(=[O:9])[CH2:7][CH3:8].[NH2:10][CH2:11][CH:12]1[CH2:15][N:14](C(OC(C)(C)C)=O)[CH2:13]1.C(N(CC)CC)C.[C:30]([OH:36])([C:32]([F:35])([F:34])[F:33])=[O:31]. Product: [NH:14]1[CH2:15][CH:12]([CH2:11][NH:10][C:6](=[O:9])[CH2:7][CH3:8])[CH2:13]1.[C:30]([OH:36])([C:32]([F:35])([F:34])[F:33])=[O:31]. The catalyst class is: 2.